Dataset: Reaction yield outcomes from USPTO patents with 853,638 reactions. Task: Predict the reaction yield, written as a fraction of the theoretical maximum amount of product (1.0 means a 100% yield; for example, 0.34 means a 34% yield). The reactants are [Br:1][C:2]1[N:3]=[C:4]2[CH:10]=[CH:9][NH:8][C:5]2=[N:6][CH:7]=1.[H-].[Na+].[C:13]1([CH3:23])[CH:18]=[CH:17][C:16]([S:19](Cl)(=[O:21])=[O:20])=[CH:15][CH:14]=1.[OH-].[Na+]. The catalyst is CN(C=O)C. The product is [Br:1][C:2]1[N:3]=[C:4]2[CH:10]=[CH:9][N:8]([S:19]([C:16]3[CH:17]=[CH:18][C:13]([CH3:23])=[CH:14][CH:15]=3)(=[O:21])=[O:20])[C:5]2=[N:6][CH:7]=1. The yield is 0.970.